This data is from Forward reaction prediction with 1.9M reactions from USPTO patents (1976-2016). The task is: Predict the product of the given reaction. (1) The product is: [CH3:16][O:1][CH:2]1[CH2:3][N:4]([C:6]([O:8][C:9]([CH3:12])([CH3:11])[CH3:10])=[O:7])[CH2:5]1. Given the reactants [OH:1][CH:2]1[CH2:5][N:4]([C:6]([O:8][C:9]([CH3:12])([CH3:11])[CH3:10])=[O:7])[CH2:3]1.[H-].[Na+].I[CH3:16], predict the reaction product. (2) Given the reactants [C:1]([O:5][C:6](=[O:16])[NH:7][CH2:8][CH2:9][CH:10]1[CH2:15][CH2:14][NH:13][CH2:12][CH2:11]1)([CH3:4])([CH3:3])[CH3:2].Cl.Cl[C:19]1[CH:24]=[CH:23][N:22]=[CH:21][CH:20]=1.C(N(CC)CC)C.CCOC(C)=O, predict the reaction product. The product is: [C:1]([O:5][C:6](=[O:16])[NH:7][CH2:8][CH2:9][CH:10]1[CH2:11][CH2:12][N:13]([C:19]2[CH:24]=[CH:23][N:22]=[CH:21][CH:20]=2)[CH2:14][CH2:15]1)([CH3:4])([CH3:2])[CH3:3]. (3) Given the reactants C(OC(=O)[NH:7][CH:8]([C:13]1[CH:18]=[CH:17][C:16]([O:19][C:20]([F:23])([F:22])[F:21])=[CH:15][CH:14]=1)[CH2:9][N:10]([CH3:12])[CH3:11])(C)(C)C.[ClH:25].C(OCC)(=O)C, predict the reaction product. The product is: [ClH:25].[ClH:25].[CH3:11][N:10]([CH3:12])[CH2:9][CH:8]([C:13]1[CH:14]=[CH:15][C:16]([O:19][C:20]([F:21])([F:22])[F:23])=[CH:17][CH:18]=1)[NH2:7]. (4) The product is: [Cl:13][C:14]1[CH:15]=[C:16]([CH2:20][CH2:21][O:22][CH2:23][C:24]2[NH:26][C:8](=[O:10])[C:7]3[CH:6]=[CH:5][C:4]([F:11])=[N:3][C:2]=3[N:25]=2)[CH:17]=[CH:18][CH:19]=1. Given the reactants F[C:2]1[C:7]([C:8]([OH:10])=O)=[CH:6][CH:5]=[C:4]([F:11])[N:3]=1.Cl.[Cl:13][C:14]1[CH:15]=[C:16]([CH2:20][CH2:21][O:22][CH2:23][C:24]([NH2:26])=[NH:25])[CH:17]=[CH:18][CH:19]=1, predict the reaction product. (5) Given the reactants [F:1][C:2]1[CH:28]=[CH:27][C:5]([CH2:6][N:7]2[C@@H:12]([CH3:13])[CH2:11][N:10]([C:14](=[O:25])[CH2:15][CH2:16][C:17]3[CH:22]=[CH:21][C:20]([CH3:23])=[CH:19][C:18]=3[OH:24])[C@H:9]([CH3:26])[CH2:8]2)=[CH:4][CH:3]=1.[H-].[Na+].[CH3:31][O:32][C:33](=[O:36])[CH2:34]Br, predict the reaction product. The product is: [CH3:31][O:32][C:33](=[O:36])[CH2:34][O:24][C:18]1[CH:19]=[C:20]([CH3:23])[CH:21]=[CH:22][C:17]=1[CH2:16][CH2:15][C:14]([N:10]1[CH2:11][C@H:12]([CH3:13])[N:7]([CH2:6][C:5]2[CH:4]=[CH:3][C:2]([F:1])=[CH:28][CH:27]=2)[CH2:8][C@H:9]1[CH3:26])=[O:25].